From a dataset of Forward reaction prediction with 1.9M reactions from USPTO patents (1976-2016). Predict the product of the given reaction. (1) Given the reactants [CH3:1][N:2]1[C:7](=[O:8])[C:6]([CH3:9])=[CH:5][C:4]([C:10]([OH:12])=O)=[CH:3]1.CCN(C(C)C)C(C)C.CN(C(ON1N=NC2C=CC=NC1=2)=[N+](C)C)C.F[P-](F)(F)(F)(F)F.[NH2:46][C:47]1[CH:48]=[C:49]2[C:53](=[CH:54][C:55]=1[NH:56][C@@H:57]([CH3:61])[CH2:58][O:59][CH3:60])[N:52]([CH3:62])[C:51](=[O:63])[C:50]2([CH3:65])[CH3:64], predict the reaction product. The product is: [CH3:60][O:59][CH2:58][C@@H:57]([NH:56][C:55]1[CH:54]=[C:53]2[C:49]([C:50]([CH3:65])([CH3:64])[C:51](=[O:63])[N:52]2[CH3:62])=[CH:48][C:47]=1[NH:46][C:10]([C:4]1[CH:5]=[C:6]([CH3:9])[C:7](=[O:8])[N:2]([CH3:1])[CH:3]=1)=[O:12])[CH3:61]. (2) Given the reactants [Si:1]([O:8][CH:9]([CH2:20][O:21][C:22]1[CH:27]=[CH:26][CH:25]=[C:24]([C:28]2[N:33]=[C:32]3[N:34]([CH:37]([CH3:39])[CH3:38])[N:35]=[CH:36][C:31]3=[C:30](Cl)[CH:29]=2)[CH:23]=1)[CH2:10][N:11]([CH3:19])[C:12](=[O:18])[O:13][C:14]([CH3:17])([CH3:16])[CH3:15])([C:4]([CH3:7])([CH3:6])[CH3:5])([CH3:3])[CH3:2].[O:41]1[CH2:46][CH2:45][CH:44]([NH2:47])[CH2:43][CH2:42]1.C1C=CC(P(C2C(C3C(P(C4C=CC=CC=4)C4C=CC=CC=4)=CC=C4C=3C=CC=C4)=C3C(C=CC=C3)=CC=2)C2C=CC=CC=2)=CC=1.C([O-])([O-])=O.[Cs+].[Cs+], predict the reaction product. The product is: [Si:1]([O:8][CH:9]([CH2:20][O:21][C:22]1[CH:27]=[CH:26][CH:25]=[C:24]([C:28]2[N:33]=[C:32]3[N:34]([CH:37]([CH3:39])[CH3:38])[N:35]=[CH:36][C:31]3=[C:30]([NH:47][CH:44]3[CH2:45][CH2:46][O:41][CH2:42][CH2:43]3)[CH:29]=2)[CH:23]=1)[CH2:10][N:11]([CH3:19])[C:12](=[O:18])[O:13][C:14]([CH3:17])([CH3:16])[CH3:15])([C:4]([CH3:7])([CH3:6])[CH3:5])([CH3:3])[CH3:2]. (3) Given the reactants O.Cl.[NH:3]1[CH2:8][CH2:7][C:6](=[O:9])[CH2:5][CH2:4]1.[CH3:10][C:11]([O:14][C:15](O[C:15]([O:14][C:11]([CH3:13])([CH3:12])[CH3:10])=[O:16])=[O:16])([CH3:13])[CH3:12], predict the reaction product. The product is: [C:11]([O:14][C:15]([N:3]1[CH2:8][CH2:7][C:6](=[O:9])[CH2:5][CH2:4]1)=[O:16])([CH3:13])([CH3:12])[CH3:10]. (4) Given the reactants [Br:1][C:2]1[CH:14]=[CH:13][C:12]2[C:11]3[C:6](=[CH:7][C:8]([Br:15])=[CH:9][CH:10]=3)[CH2:5][C:4]=2[CH:3]=1.[CH2:16](Br)[CH2:17][CH2:18][CH2:19][CH2:20][CH2:21][CH2:22][CH3:23].[OH-].[Na+].[C:27]1([CH3:33])[CH:32]=[CH:31][CH:30]=[CH:29][CH:28]=1.[CH3:34]S(C)=O, predict the reaction product. The product is: [Br:1][C:2]1[CH:14]=[CH:13][C:12]2[C:11]3[C:6](=[CH:7][C:8]([Br:15])=[CH:9][CH:10]=3)[C:5]([CH2:34][CH2:28][CH2:29][CH2:30][CH2:31][CH2:32][CH2:27][CH3:33])([CH2:16][CH2:17][CH2:18][CH2:19][CH2:20][CH2:21][CH2:22][CH3:23])[C:4]=2[CH:3]=1. (5) Given the reactants C1(N([C@H]2CC[C@H](CC)CC2)C(=O)NC2SC(SC[C:16](O)=[O:17])=CN=2)CCCC1.[CH:28]1([NH:35][CH:36]2[CH2:41][CH2:40][CH:39]([C:42]3[CH:47]=[CH:46][CH:45]=[CH:44][CH:43]=3)[CH2:38][CH2:37]2)[CH2:34][CH2:33][CH2:32][CH2:31][CH2:30][CH2:29]1.C([O:50][C:51](=[O:62])[C:52]([S:55][C:56]1[S:60][C:59]([NH2:61])=[N:58][CH:57]=1)([CH3:54])[CH3:53])C, predict the reaction product. The product is: [CH:28]1([N:35]([CH:36]2[CH2:41][CH2:40][CH:39]([C:42]3[CH:43]=[CH:44][CH:45]=[CH:46][CH:47]=3)[CH2:38][CH2:37]2)[C:16](=[O:17])[NH:61][C:59]2[S:60][C:56]([S:55][C:52]([CH3:54])([CH3:53])[C:51]([OH:50])=[O:62])=[CH:57][N:58]=2)[CH2:29][CH2:30][CH2:31][CH2:32][CH2:33][CH2:34]1. (6) Given the reactants C(OC([N:8]1[CH2:13][CH2:12][NH:11][CH2:10][CH2:9]1)=O)(C)(C)C.C(N(CC)CC)C.[F:21][C:22]([F:34])([F:33])[C:23]1[CH:28]=[CH:27][C:26]([S:29]([Cl:32])(=[O:31])=[O:30])=[CH:25][CH:24]=1, predict the reaction product. The product is: [ClH:32].[F:34][C:22]([F:21])([F:33])[C:23]1[CH:24]=[CH:25][C:26]([S:29]([N:8]2[CH2:9][CH2:10][NH:11][CH2:12][CH2:13]2)(=[O:31])=[O:30])=[CH:27][CH:28]=1. (7) Given the reactants FC1C=C(N)C=CC=1OC1C=CN=C2C=CSC=12.[F:19][C:20]1[CH:21]=[C:22]([NH:46][C:47]([NH:49][C:50](=[O:58])[CH2:51][C:52]2[CH:57]=[CH:56][CH:55]=[CH:54][CH:53]=2)=[S:48])[CH:23]=[CH:24][C:25]=1[O:26][C:27]1[CH:32]=[CH:31][N:30]=[C:29]2[CH:33]=[C:34](C3C=CC(S(C)(=O)=O)=CC=3)[S:35][C:28]=12, predict the reaction product. The product is: [F:19][C:20]1[CH:21]=[C:22]([NH:46][C:47]([NH:49][C:50](=[O:58])[CH2:51][C:52]2[CH:53]=[CH:54][CH:55]=[CH:56][CH:57]=2)=[S:48])[CH:23]=[CH:24][C:25]=1[O:26][C:27]1[CH:32]=[CH:31][N:30]=[C:29]2[CH:33]=[CH:34][S:35][C:28]=12.